From a dataset of Full USPTO retrosynthesis dataset with 1.9M reactions from patents (1976-2016). Predict the reactants needed to synthesize the given product. (1) The reactants are: [OH:1][CH2:2][CH2:3][O:4][CH2:5][CH2:6][NH:7][C:8]([C:10]1[CH:11]=[C:12]([CH:16]=[CH:17][CH:18]=1)[C:13]([OH:15])=O)=[O:9].CN(C(ON1N=NC2C=CC=NC1=2)=[N+](C)C)C.F[P-](F)(F)(F)(F)F.C(N(CC)C(C)C)(C)C.[NH2:52][C:53]1[CH:75]=[CH:74][C:73]([N:76]2[CH2:81][CH2:80][CH2:79][CH2:78][CH2:77]2)=[CH:72][C:54]=1[C:55]([NH:57][C:58]1[N:63]=[CH:62][C:61]([C:64]2[CH:69]=[CH:68][C:67]([CH3:70])=[C:66]([CH3:71])[CH:65]=2)=[CH:60][N:59]=1)=[O:56]. Given the product [CH3:71][C:66]1[CH:65]=[C:64]([C:61]2[CH:60]=[N:59][C:58]([NH:57][C:55]([C:54]3[CH:72]=[C:73]([N:76]4[CH2:81][CH2:80][CH2:79][CH2:78][CH2:77]4)[CH:74]=[CH:75][C:53]=3[NH:52][C:13](=[O:15])[C:12]3[CH:16]=[CH:17][CH:18]=[C:10]([C:8]([NH:7][CH2:6][CH2:5][O:4][CH2:3][CH2:2][OH:1])=[O:9])[CH:11]=3)=[O:56])=[N:63][CH:62]=2)[CH:69]=[CH:68][C:67]=1[CH3:70], predict the reactants needed to synthesize it. (2) Given the product [CH:30]([C:7]1[N:12]=[N:11][C:10]2[O:13][CH2:14][CH2:15][C:9]=2[CH:8]=1)=[CH2:31], predict the reactants needed to synthesize it. The reactants are: FC(F)(F)S(O[C:7]1[N:12]=[N:11][C:10]2[O:13][CH2:14][CH2:15][C:9]=2[CH:8]=1)(=O)=O.C(=O)([O-])[O-].[K+].[K+].B1(C=C)OB([CH:30]=[CH2:31])OB(C=C)O1.C1C=CN=CC=1.O.